From a dataset of Reaction yield outcomes from USPTO patents with 853,638 reactions. Predict the reaction yield, written as a fraction of the theoretical maximum amount of product (1.0 means a 100% yield; for example, 0.34 means a 34% yield). The catalyst is ClCCl. The product is [NH2:1][C:2]1[CH:3]=[C:4]([CH3:31])[C:5]([C:8]2[CH:30]=[CH:29][C:11]([C:12]([NH:14][C:15]3[CH:20]=[CH:19][CH:18]=[CH:17][C:16]=3[NH2:21])=[O:13])=[CH:10][CH:9]=2)=[N:6][CH:7]=1. The reactants are [NH2:1][C:2]1[CH:3]=[C:4]([CH3:31])[C:5]([C:8]2[CH:30]=[CH:29][C:11]([C:12]([NH:14][C:15]3[CH:20]=[CH:19][CH:18]=[CH:17][C:16]=3[NH:21]C(=O)OC(C)(C)C)=[O:13])=[CH:10][CH:9]=2)=[N:6][CH:7]=1.FC(F)(F)C(O)=O. The yield is 0.450.